From a dataset of hERG Central: cardiac toxicity at 1µM, 10µM, and general inhibition. Predict hERG channel inhibition at various concentrations. (1) The drug is O=C(Nc1cc(S(=O)(=O)N2CCOCC2)ccc1N1CCCC1)c1ccc(F)cc1. Results: hERG_inhib (hERG inhibition (general)): blocker. (2) The molecule is Cc1ccsc1C(=O)NC1CCCN(Cc2ccc(Cl)cc2)C1. Results: hERG_inhib (hERG inhibition (general)): blocker. (3) The drug is COc1ccccc1C1CCN(Cc2c(C)[nH]c3ccccc23)CC1. Results: hERG_inhib (hERG inhibition (general)): blocker. (4) The compound is CC(=O)N1CCN(CC(=O)Nc2ccc(C#N)c(Cl)c2)CC1. Results: hERG_inhib (hERG inhibition (general)): blocker.